Dataset: Peptide-MHC class II binding affinity with 134,281 pairs from IEDB. Task: Regression. Given a peptide amino acid sequence and an MHC pseudo amino acid sequence, predict their binding affinity value. This is MHC class II binding data. (1) The peptide sequence is AAGTYVAADAAAASS. The MHC is HLA-DQA10401-DQB10402 with pseudo-sequence HLA-DQA10401-DQB10402. The binding affinity (normalized) is 0.189. (2) The peptide sequence is PRRWLRFCNPELSEI. The MHC is HLA-DQA10201-DQB10202 with pseudo-sequence HLA-DQA10201-DQB10202. The binding affinity (normalized) is 0.227. (3) The peptide sequence is VMGDTAWDFSSAGGF. The MHC is HLA-DQA10201-DQB10402 with pseudo-sequence HLA-DQA10201-DQB10402. The binding affinity (normalized) is 0.247. (4) The peptide sequence is TYDKGILTVSVAVSE. The MHC is DRB1_0401 with pseudo-sequence DRB1_0401. The binding affinity (normalized) is 0.401. (5) The peptide sequence is PKDSDEFIPMKSSWG. The MHC is HLA-DPA10201-DPB10501 with pseudo-sequence HLA-DPA10201-DPB10501. The binding affinity (normalized) is 0.579.